Dataset: Catalyst prediction with 721,799 reactions and 888 catalyst types from USPTO. Task: Predict which catalyst facilitates the given reaction. (1) Reactant: C1(C(N)C2CCCCC2)CCCCC1.Br[C:16]1[N:24]2[C:19]([C:20]([S:25][CH3:26])=[N:21][CH:22]=[N:23]2)=[CH:18][CH:17]=1.[CH2:27]([O:34][CH2:35][C@@H:36]1[CH:40]=[CH:39][CH2:38][C@H:37]1[OH:41])[C:28]1[CH:33]=[CH:32][CH:31]=[CH:30][CH:29]=1. Product: [CH2:27]([O:34][CH2:35][C:36]1[C@H:37]([OH:41])[CH2:38][C@H:39]([C:16]2[N:24]3[C:19]([C:20]([S:25][CH3:26])=[N:21][CH:22]=[N:23]3)=[CH:18][CH:17]=2)[CH:40]=1)[C:28]1[CH:33]=[CH:32][CH:31]=[CH:30][CH:29]=1. The catalyst class is: 12. (2) Reactant: [S:1]1[C:5]2[CH:6]=[CH:7][CH:8]=[CH:9][C:4]=2[N:3]=[C:2]1[O:10][C:11]1[CH:16]=[CH:15][C:14]([CH2:17][CH2:18][N:19]([CH2:34][CH:35]2[CH2:37][CH2:36]2)[CH2:20][CH2:21][CH2:22][N:23]2C(=O)C3C(=CC=CC=3)C2=O)=[CH:13][CH:12]=1.NN. Product: [S:1]1[C:5]2[CH:6]=[CH:7][CH:8]=[CH:9][C:4]=2[N:3]=[C:2]1[O:10][C:11]1[CH:16]=[CH:15][C:14]([CH2:17][CH2:18][N:19]([CH2:34][CH:35]2[CH2:36][CH2:37]2)[CH2:20][CH2:21][CH2:22][NH2:23])=[CH:13][CH:12]=1. The catalyst class is: 271. (3) Reactant: [F:1][C:2]1[CH:3]=[C:4]([CH:7]=[CH:8][C:9]=1[F:10])[CH:5]=O.[C:11](O)(=O)[CH2:12][C:13]([OH:15])=[O:14].[NH:18]1CCC[CH2:20][CH2:19]1. Product: [CH2:20]1[C@@H:19]([NH2:18])[C@@H:5]1[C:4]1[CH:7]=[CH:8][C:9]([F:10])=[C:2]([F:1])[CH:3]=1.[F:1][C:2]1[CH:3]=[C:4](/[CH:11]=[CH:12]/[C:13]([OH:15])=[O:14])[CH:7]=[CH:8][C:9]=1[F:10]. The catalyst class is: 17. (4) Reactant: [N+:1]([C:4]1[CH:5]=[C:6]2[C:10](=[C:11]([C:13]3[CH:18]=[CH:17][CH:16]=[CH:15][CH:14]=3)[CH:12]=1)[NH:9][CH:8]=[CH:7]2)([O-:3])=[O:2].[H-].[Na+].Br[CH2:22][CH:23]([CH3:25])[CH3:24].C(OCC)(=O)C. Product: [CH2:22]([N:9]1[C:10]2[C:6](=[CH:5][C:4]([N+:1]([O-:3])=[O:2])=[CH:12][C:11]=2[C:13]2[CH:18]=[CH:17][CH:16]=[CH:15][CH:14]=2)[CH:7]=[CH:8]1)[CH:23]([CH3:25])[CH3:24]. The catalyst class is: 35. (5) Reactant: CI.[F:3][CH:4]([F:34])[C:5]1[CH:6]=[C:7]([N:11]2[C:16]3[CH2:17][CH2:18][C:19](=[O:20])[C:15]=3[CH:14]([C:21]3[CH:28]=[CH:27][C:24]([C:25]#[N:26])=[CH:23][C:22]=3[S:29]([CH3:32])(=[O:31])=[O:30])[NH:13][C:12]2=[O:33])[CH:8]=[CH:9][CH:10]=1.[C:35](=O)([O-])[O-].[Cs+].[Cs+]. Product: [F:34][CH:4]([F:3])[C:5]1[CH:6]=[C:7]([N:11]2[C:16]3[CH2:17][CH2:18][C:19](=[O:20])[C:15]=3[CH:14]([C:21]3[CH:28]=[CH:27][C:24]([C:25]#[N:26])=[CH:23][C:22]=3[S:29]([CH3:32])(=[O:31])=[O:30])[N:13]([CH3:35])[C:12]2=[O:33])[CH:8]=[CH:9][CH:10]=1. The catalyst class is: 9. (6) Product: [N:7]1([C:10]2[CH:11]=[CH:12][C:13]([NH:14][C:15]3[N:20]=[C:19]([C:21]4[N:25]([CH:26]([CH3:28])[CH3:27])[C:24]([CH3:29])=[N:23][CH:22]=4)[C:18]([Cl:30])=[CH:17][N:16]=3)=[CH:31][CH:32]=2)[CH2:8][CH2:9][NH:4][CH2:5][CH2:6]1. Reactant: C([N:4]1[CH2:9][CH2:8][N:7]([C:10]2[CH:32]=[CH:31][C:13]([NH:14][C:15]3[N:20]=[C:19]([C:21]4[N:25]([CH:26]([CH3:28])[CH3:27])[C:24]([CH3:29])=[N:23][CH:22]=4)[C:18]([Cl:30])=[CH:17][N:16]=3)=[CH:12][CH:11]=2)[CH2:6][CH2:5]1)(=O)C. The catalyst class is: 28. (7) Reactant: Cl[C:2]1[C:11]([C:12]([OH:14])=[O:13])=[CH:10][C:9]2[C:4](=[CH:5][CH:6]=[C:7]([Cl:15])[CH:8]=2)[N:3]=1.[NH2:16][C@@H:17]([CH2:21][C:22]1[CH:27]=[CH:26][C:25]([O:28][C:29]2[C:34]([Br:35])=[CH:33][CH:32]=[CH:31][N:30]=2)=[CH:24][CH:23]=1)[C:18]([OH:20])=[O:19]. Product: [Br:35][C:34]1[C:29]([O:28][C:25]2[CH:24]=[CH:23][C:22]([CH2:21][C@H:17]([NH:16][C:2]3[C:11]([C:12]([OH:14])=[O:13])=[CH:10][C:9]4[C:4](=[CH:5][CH:6]=[C:7]([Cl:15])[CH:8]=4)[N:3]=3)[C:18]([OH:20])=[O:19])=[CH:27][CH:26]=2)=[N:30][CH:31]=[CH:32][CH:33]=1. The catalyst class is: 16.